Dataset: Catalyst prediction with 721,799 reactions and 888 catalyst types from USPTO. Task: Predict which catalyst facilitates the given reaction. (1) Reactant: [F:1][C@H:2]1[C@@H:7]([O:8][C:9]2[CH:16]=[CH:15][C:14]([C:17]3[N:22]=[C:21]([NH:23][C:24]4[CH:25]=[N:26][N:27]([CH:29]([CH3:31])[CH3:30])[CH:28]=4)[N:20]=[CH:19][N:18]=3)=[CH:13][C:10]=2[C:11]#[N:12])[CH2:6][CH2:5][NH:4][CH2:3]1.C(N(C(C)C)CC)(C)C.[OH:41][C@@H:42]([CH2:46][OH:47])[C:43](O)=[O:44].F[P-](F)(F)(F)(F)F.CN(C(N(C)C)=[N+]1C2C(=NC=CC=2)[N+]([O-])=N1)C.CN(C(ON1N=NC2C=CC=NC1=2)=[N+](C)C)C.F[P-](F)(F)(F)(F)F. Product: [OH:41][C@@H:42]([CH2:46][OH:47])[C:43]([N:4]1[CH2:5][CH2:6][C@H:7]([O:8][C:9]2[CH:16]=[CH:15][C:14]([C:17]3[N:22]=[C:21]([NH:23][C:24]4[CH:25]=[N:26][N:27]([CH:29]([CH3:31])[CH3:30])[CH:28]=4)[N:20]=[CH:19][N:18]=3)=[CH:13][C:10]=2[C:11]#[N:12])[C@H:2]([F:1])[CH2:3]1)=[O:44]. The catalyst class is: 9. (2) Reactant: [Br:1][C:2]1[CH:3]=[C:4]([N:8]2[C:16]3[CH:15]=[C:14](Cl)[N:13]=[CH:12][C:11]=3[C:10]([C:18]([O:20]C)=[O:19])=[N:9]2)[CH:5]=[CH:6][CH:7]=1.[CH3:22][O-:23].[Na+].CO.Cl. Product: [Br:1][C:2]1[CH:3]=[C:4]([N:8]2[C:16]3[CH:15]=[C:14]([O:23][CH3:22])[N:13]=[CH:12][C:11]=3[C:10]([C:18]([OH:20])=[O:19])=[N:9]2)[CH:5]=[CH:6][CH:7]=1. The catalyst class is: 3. (3) Reactant: [CH:1]([NH:4][S:5]([CH3:8])(=[O:7])=[O:6])([CH3:3])[CH3:2].[H-].[Na+].[Cl:11][C:12]1[N:17]=[C:16](Cl)[CH:15]=[CH:14][N:13]=1. Product: [Cl:11][C:12]1[N:17]=[C:16]([N:4]([CH:1]([CH3:3])[CH3:2])[S:5]([CH3:8])(=[O:7])=[O:6])[CH:15]=[CH:14][N:13]=1. The catalyst class is: 3. (4) Reactant: [C:1]1([S:7](Cl)(=[O:9])=[O:8])[CH:6]=[CH:5][CH:4]=[CH:3][CH:2]=1.CCN(C(C)C)C(C)C.Cl.[CH3:21][O:22][C:23](=[O:33])[CH2:24][CH2:25][CH2:26][CH:27]1[CH2:32][CH2:31][NH:30][CH2:29][CH2:28]1. Product: [CH3:21][O:22][C:23](=[O:33])[CH2:24][CH2:25][CH2:26][CH:27]1[CH2:32][CH2:31][N:30]([S:7]([C:1]2[CH:6]=[CH:5][CH:4]=[CH:3][CH:2]=2)(=[O:9])=[O:8])[CH2:29][CH2:28]1. The catalyst class is: 2. (5) Reactant: [F:1][C:2]1[C:7]([S:8][CH3:9])=[CH:6][CH:5]=[CH:4][C:3]=1[C:10]1(O)[CH2:15][CH2:14][N:13](C(OC(C)(C)C)=O)[CH2:12][CH2:11]1. Product: [F:1][C:2]1[C:7]([S:8][CH3:9])=[CH:6][CH:5]=[CH:4][C:3]=1[C:10]1[CH2:15][CH2:14][NH:13][CH2:12][CH:11]=1. The catalyst class is: 55. (6) Reactant: [CH:1]([NH:4][C:5]1[C:14]([CH2:15]O)=[CH:13][C:12]2[C:7](=[CH:8][CH:9]=[C:10]([O:17][CH3:18])[CH:11]=2)[N:6]=1)([CH3:3])[CH3:2].O=S(Cl)[Cl:21]. Product: [ClH:21].[Cl:21][CH2:15][C:14]1[C:5]([NH:4][CH:1]([CH3:3])[CH3:2])=[N:6][C:7]2[C:12]([CH:13]=1)=[CH:11][C:10]([O:17][CH3:18])=[CH:9][CH:8]=2. The catalyst class is: 2.